This data is from Full USPTO retrosynthesis dataset with 1.9M reactions from patents (1976-2016). The task is: Predict the reactants needed to synthesize the given product. (1) Given the product [CH3:27][O:26][CH:3]([O:2][CH3:1])[C:4]1[CH:5]=[C:6]2[C:11](=[CH:12][CH:13]=1)[N:10]=[CH:9][N:8]([C:14]1[CH:15]=[C:16]([CH:21]=[CH:22][C:23]=1[CH3:24])[C:17]([OH:19])=[O:18])[C:7]2=[O:25], predict the reactants needed to synthesize it. The reactants are: [CH3:1][O:2][CH:3]([O:26][CH3:27])[C:4]1[CH:5]=[C:6]2[C:11](=[CH:12][CH:13]=1)[N:10]=[CH:9][N:8]([C:14]1[CH:15]=[C:16]([CH:21]=[CH:22][C:23]=1[CH3:24])[C:17]([O:19]C)=[O:18])[C:7]2=[O:25].[OH-].[Na+].Cl. (2) Given the product [CH2:25]([N:2]1[C:3]([C:10]2[CH:20]=[CH:19][C:13]([C:14]([O:16][CH2:17][CH3:18])=[O:15])=[CH:12][CH:11]=2)=[C:4]2[C:9]([CH:8]=[CH:7][CH:6]=[CH:5]2)=[N:1]1)[C:26]1[CH:31]=[CH:30][CH:29]=[CH:28][CH:27]=1, predict the reactants needed to synthesize it. The reactants are: [NH:1]1[C:9]2[C:4](=[CH:5][CH:6]=[CH:7][CH:8]=2)[C:3]([C:10]2[CH:20]=[CH:19][C:13]([C:14]([O:16][CH2:17][CH3:18])=[O:15])=[CH:12][CH:11]=2)=[N:2]1.CC[O-].[Na+].[CH2:25](Cl)[C:26]1[CH:31]=[CH:30][CH:29]=[CH:28][CH:27]=1. (3) Given the product [CH2:1]([NH:11][CH2:13][CH2:12][CH2:18][S:15]([OH:17])(=[O:16])=[O:14])[C:2]1[CH:10]=[CH:9][C:8]2[O:7][CH2:6][O:5][C:4]=2[CH:3]=1, predict the reactants needed to synthesize it. The reactants are: [CH2:1]([NH2:11])[C:2]1[CH:10]=[CH:9][C:8]2[O:7][CH2:6][O:5][C:4]=2[CH:3]=1.[CH2:12]1[CH2:18][S:15](=[O:17])(=[O:16])[O:14][CH2:13]1. (4) Given the product [CH3:9][O:8][C:5]1[CH:6]=[CH:7][C:2]([C:1](=[O:10])[CH:1]([CH2:2][CH3:3])[C:16]([C:14]2[CH:13]=[CH:12][C:5]([O:8][CH3:9])=[CH:20][CH:19]=2)=[O:18])=[CH:3][CH:4]=1, predict the reactants needed to synthesize it. The reactants are: [C:1](Cl)(=[O:10])[C:2]1[CH:7]=[CH:6][C:5]([O:8][CH3:9])=[CH:4][CH:3]=1.[C:12](O)(=O)[CH2:13][C:14]([CH2:19][C:20](O)=O)([C:16]([OH:18])=O)O. (5) Given the product [Cl:1][C:2]1[CH:3]=[C:4]2[C:9](=[CH:10][C:11]=1[C:12]([N:14]1[CH2:18][CH2:17][CH2:16][CH2:15]1)=[O:13])[N:8]=[CH:7][N:6]=[C:5]2[NH:19][CH:20]([C:26]1[NH:30][C:29]2[CH:38]=[CH:39][C:40]([Cl:42])=[CH:41][C:28]=2[N:27]=1)[CH2:21][CH2:22][C:23]([N:47]1[CH2:48][CH2:49][CH:44]([OH:43])[CH2:45][CH2:46]1)=[O:24], predict the reactants needed to synthesize it. The reactants are: [Cl:1][C:2]1[CH:3]=[C:4]2[C:9](=[CH:10][C:11]=1[C:12]([N:14]1[CH2:18][CH2:17][CH2:16][CH2:15]1)=[O:13])[N:8]=[CH:7][N:6]=[C:5]2[NH:19][CH:20]([C:26]1[N:30](C(OC(C)(C)C)=O)[C:29]2[CH:38]=[CH:39][C:40]([Cl:42])=[CH:41][C:28]=2[N:27]=1)[CH2:21][CH2:22][C:23](O)=[O:24].[OH:43][CH:44]1[CH2:49][CH2:48][NH:47][CH2:46][CH2:45]1.CN(C(ON1N=NC2C=CC=CC1=2)=[N+](C)C)C.[B-](F)(F)(F)F.FC(F)(F)C(O)=O. (6) Given the product [CH3:30][O:31][C:32](=[O:50])[CH:33]([C:35]1[CH:40]=[CH:39][CH:38]=[C:37]([CH2:41][NH:42][C:43]([O:45][C:46]([CH3:49])([CH3:48])[CH3:47])=[O:44])[CH:36]=1)[CH2:34][P:4]([CH:6]([NH:10][C:11]([O:13][CH2:14][C:15]1[CH:16]=[CH:17][CH:18]=[CH:19][CH:20]=1)=[O:12])[CH:7]([CH3:9])[CH3:8])([O:3][CH2:1][CH3:2])=[O:5], predict the reactants needed to synthesize it. The reactants are: [CH2:1]([O:3][P:4]([CH:6]([NH:10][C:11]([O:13][CH2:14][C:15]1[CH:20]=[CH:19][CH:18]=[CH:17][CH:16]=1)=[O:12])[CH:7]([CH3:9])[CH3:8])[OH:5])[CH3:2].CCN(C(C)C)C(C)C.[CH3:30][O:31][C:32](=[O:50])[C:33]([C:35]1[CH:40]=[CH:39][CH:38]=[C:37]([CH2:41][NH:42][C:43]([O:45][C:46]([CH3:49])([CH3:48])[CH3:47])=[O:44])[CH:36]=1)=[CH2:34]. (7) Given the product [CH2:1]([O:8][N:9]1[C:10](=[O:11])[C:12]2[CH:17]=[C:16]([F:18])[C:15]([Cl:19])=[N:14][C:13]=2[N:31]([C:28]2[CH:29]=[CH:30][C:25]([C:24]([F:23])([F:35])[F:34])=[CH:26][CH:27]=2)[C:32]1=[O:33])[C:2]1[CH:7]=[CH:6][CH:5]=[CH:4][CH:3]=1, predict the reactants needed to synthesize it. The reactants are: [CH2:1]([O:8][NH:9][C:10]([C:12]1[C:13](Cl)=[N:14][C:15]([Cl:19])=[C:16]([F:18])[CH:17]=1)=[O:11])[C:2]1[CH:7]=[CH:6][CH:5]=[CH:4][CH:3]=1.[H-].[Na+].[F:23][C:24]([F:35])([F:34])[C:25]1[CH:30]=[CH:29][C:28]([N:31]=[C:32]=[O:33])=[CH:27][CH:26]=1. (8) Given the product [C:1]([O:5][C:6]([NH:8][CH2:9][CH2:10][CH2:11][NH:12][S:13]([C:16]1[C:21]([Cl:22])=[CH:20][CH:19]=[C:18]([NH2:23])[C:17]=1[OH:26])(=[O:15])=[O:14])=[O:7])([CH3:4])([CH3:2])[CH3:3], predict the reactants needed to synthesize it. The reactants are: [C:1]([O:5][C:6]([NH:8][CH2:9][CH2:10][CH2:11][NH:12][S:13]([C:16]1[C:21]([Cl:22])=[CH:20][CH:19]=[C:18]([N+:23]([O-])=O)[C:17]=1[OH:26])(=[O:15])=[O:14])=[O:7])([CH3:4])([CH3:3])[CH3:2].[H][H].